Task: Regression. Given two drug SMILES strings and cell line genomic features, predict the synergy score measuring deviation from expected non-interaction effect.. Dataset: NCI-60 drug combinations with 297,098 pairs across 59 cell lines (1) Drug 1: C1CC(C1)(C(=O)O)C(=O)O.[NH2-].[NH2-].[Pt+2]. Drug 2: C1=NC2=C(N1)C(=S)N=CN2. Cell line: A498. Synergy scores: CSS=8.08, Synergy_ZIP=-4.21, Synergy_Bliss=-1.07, Synergy_Loewe=-5.92, Synergy_HSA=-2.64. (2) Drug 1: C1C(C(OC1N2C=C(C(=O)NC2=O)F)CO)O. Drug 2: CCC1(C2=C(COC1=O)C(=O)N3CC4=CC5=C(C=CC(=C5CN(C)C)O)N=C4C3=C2)O.Cl. Cell line: OVCAR-8. Synergy scores: CSS=24.9, Synergy_ZIP=-9.17, Synergy_Bliss=-3.51, Synergy_Loewe=-8.91, Synergy_HSA=-0.288. (3) Drug 1: CC12CCC3C(C1CCC2O)C(CC4=C3C=CC(=C4)O)CCCCCCCCCS(=O)CCCC(C(F)(F)F)(F)F. Drug 2: C1=NC2=C(N=C(N=C2N1C3C(C(C(O3)CO)O)F)Cl)N. Cell line: SF-295. Synergy scores: CSS=6.48, Synergy_ZIP=8.29, Synergy_Bliss=17.1, Synergy_Loewe=-1.29, Synergy_HSA=-1.23. (4) Drug 1: COC1=NC(=NC2=C1N=CN2C3C(C(C(O3)CO)O)O)N. Drug 2: CN(C(=O)NC(C=O)C(C(C(CO)O)O)O)N=O. Cell line: NCI-H522. Synergy scores: CSS=-6.47, Synergy_ZIP=1.44, Synergy_Bliss=-0.425, Synergy_Loewe=-7.74, Synergy_HSA=-7.54. (5) Drug 1: CC1=C(C=C(C=C1)NC2=NC=CC(=N2)N(C)C3=CC4=NN(C(=C4C=C3)C)C)S(=O)(=O)N.Cl. Drug 2: CN(C)C1=NC(=NC(=N1)N(C)C)N(C)C. Cell line: K-562. Synergy scores: CSS=13.0, Synergy_ZIP=0.749, Synergy_Bliss=3.89, Synergy_Loewe=-7.56, Synergy_HSA=-0.00844. (6) Drug 1: COC1=C(C=C2C(=C1)N=CN=C2NC3=CC(=C(C=C3)F)Cl)OCCCN4CCOCC4. Drug 2: CC12CCC3C(C1CCC2=O)CC(=C)C4=CC(=O)C=CC34C. Cell line: LOX IMVI. Synergy scores: CSS=51.9, Synergy_ZIP=5.42, Synergy_Bliss=10.8, Synergy_Loewe=-3.55, Synergy_HSA=11.8. (7) Drug 1: CCC1(CC2CC(C3=C(CCN(C2)C1)C4=CC=CC=C4N3)(C5=C(C=C6C(=C5)C78CCN9C7C(C=CC9)(C(C(C8N6C=O)(C(=O)OC)O)OC(=O)C)CC)OC)C(=O)OC)O.OS(=O)(=O)O. Drug 2: CCC1=C2CN3C(=CC4=C(C3=O)COC(=O)C4(CC)O)C2=NC5=C1C=C(C=C5)O. Cell line: NCI-H226. Synergy scores: CSS=10.9, Synergy_ZIP=-1.68, Synergy_Bliss=2.15, Synergy_Loewe=-5.31, Synergy_HSA=-0.161.